This data is from Catalyst prediction with 721,799 reactions and 888 catalyst types from USPTO. The task is: Predict which catalyst facilitates the given reaction. Product: [NH:5]1[C:9]2=[N:10][CH:11]=[CH:12][CH:13]=[C:8]2[C:7]([C:14](=[O:15])[CH3:16])=[CH:6]1. Reactant: [Al+3].[Cl-].[Cl-].[Cl-].[NH:5]1[C:9]2=[N:10][CH:11]=[CH:12][CH:13]=[C:8]2[CH:7]=[CH:6]1.[C:14](Cl)([CH3:16])=[O:15]. The catalyst class is: 2.